Regression/Classification. Given a drug SMILES string, predict its absorption, distribution, metabolism, or excretion properties. Task type varies by dataset: regression for continuous measurements (e.g., permeability, clearance, half-life) or binary classification for categorical outcomes (e.g., BBB penetration, CYP inhibition). Dataset: cyp2c9_veith. From a dataset of CYP2C9 inhibition data for predicting drug metabolism from PubChem BioAssay. The compound is CC(C)CN1CC2(CCN(C(=O)Oc3ccccc3)CC2)C1. The result is 0 (non-inhibitor).